This data is from Full USPTO retrosynthesis dataset with 1.9M reactions from patents (1976-2016). The task is: Predict the reactants needed to synthesize the given product. (1) Given the product [CH:6]([C:7]1[N:9]=[C:14]([OH:13])[CH:15]=[C:16]([C:17]([F:20])([F:19])[F:18])[N:8]=1)([CH3:10])[CH3:5], predict the reactants needed to synthesize it. The reactants are: C[O-].[Na+].Cl.[CH3:5][CH:6]([CH3:10])[C:7]([NH2:9])=[NH:8].C([O:13][C:14](=O)[CH2:15][C:16](=O)[C:17]([F:20])([F:19])[F:18])C. (2) Given the product [C:1]([C:5]1[N:10]=[CH:9][C:8]([C:11]2[N:12]([C:32]([N:34]3[CH2:39][CH2:38][CH:37]([CH2:40][C:41]([N:50]4[CH2:51][CH2:56][CH2:55][CH2:54]4)=[O:43])[CH2:36][CH2:35]3)=[O:33])[C@@:13]([C:25]3[CH:26]=[CH:27][C:28]([Cl:31])=[CH:29][CH:30]=3)([CH3:24])[C@@:14]([C:17]3[CH:22]=[CH:21][C:20]([Cl:23])=[CH:19][CH:18]=3)([CH3:16])[N:15]=2)=[C:7]([O:44][CH2:45][CH3:46])[CH:6]=1)([CH3:3])([CH3:4])[CH3:2], predict the reactants needed to synthesize it. The reactants are: [C:1]([C:5]1[N:10]=[CH:9][C:8]([C:11]2[N:12]([C:32]([N:34]3[CH2:39][CH2:38][CH:37]([CH2:40][C:41]([OH:43])=O)[CH2:36][CH2:35]3)=[O:33])[C@@:13]([C:25]3[CH:30]=[CH:29][C:28]([Cl:31])=[CH:27][CH:26]=3)([CH3:24])[C@@:14]([C:17]3[CH:22]=[CH:21][C:20]([Cl:23])=[CH:19][CH:18]=3)([CH3:16])[N:15]=2)=[C:7]([O:44][CH2:45][CH3:46])[CH:6]=1)([CH3:4])([CH3:3])[CH3:2].ON1C2C=[CH:54][CH:55]=[CH:56][C:51]=2[N:50]=N1.C(N(C(C)C)CC)(C)C.N1CCCC1. (3) Given the product [Cl:3][C:4]1[CH:5]=[C:6]([C:11]([C@H:13]2[CH2:15][C@@H:14]2[C:16]([OH:18])=[O:17])=[O:12])[CH:7]=[CH:8][C:9]=1[F:10], predict the reactants needed to synthesize it. The reactants are: [OH-].[Na+].[Cl:3][C:4]1[CH:5]=[C:6]([C:11]([C@H:13]2[CH2:15][C@@H:14]2[C:16]([O:18]C)=[O:17])=[O:12])[CH:7]=[CH:8][C:9]=1[F:10]. (4) Given the product [CH:32]([O:31][CH2:30][CH2:29][O:28][CH2:27][CH2:26][N:1]1[CH2:2][CH2:3][CH:4]([N:7]2[C:11]3[CH:12]=[CH:13][CH:14]=[CH:15][C:10]=3[NH:9][C:8]2=[O:16])[CH2:5][CH2:6]1)([CH3:34])[CH3:33], predict the reactants needed to synthesize it. The reactants are: [NH:1]1[CH2:6][CH2:5][CH:4]([N:7]2[C:11]3[CH:12]=[CH:13][CH:14]=[CH:15][C:10]=3[NH:9][C:8]2=[O:16])[CH2:3][CH2:2]1.[Na+].[I-].C([O-])([O-])=O.[Na+].[Na+].Cl[CH2:26][CH2:27][O:28][CH2:29][CH2:30][O:31][CH:32]([CH3:34])[CH3:33]. (5) Given the product [F:26][C:25]1[CH:24]=[CH:23][CH:22]=[C:21]([F:27])[C:20]=1[C:9]1[CH:17]=[CH:16][CH:15]=[C:14]2[C:10]=1[CH:11]=[CH:12][NH:13]2, predict the reactants needed to synthesize it. The reactants are: CC1(C)C(C)(C)OB([C:9]2[CH:17]=[CH:16][CH:15]=[C:14]3[C:10]=2[CH:11]=[CH:12][NH:13]3)O1.Br[C:20]1[C:25]([F:26])=[CH:24][CH:23]=[CH:22][C:21]=1[F:27].C(=O)([O-])[O-].[Na+].[Na+]. (6) Given the product [Br:2][C:3]1[CH:4]=[CH:5][C:6]([CH:9]([C:15]2[C:16]([C:30]3[CH:35]=[CH:34][CH:33]=[CH:32][N:31]=3)=[N:17][N:18]([CH2:28][CH3:29])[C:19]=2[NH:20][C:21](=[O:27])[O:22][C:23]([CH3:26])([CH3:25])[CH3:24])[CH2:10][CH2:11][CH:12]=[O:13])=[CH:7][CH:8]=1, predict the reactants needed to synthesize it. The reactants are: Cl.[Br:2][C:3]1[CH:8]=[CH:7][C:6]([CH:9]([C:15]2[C:16]([C:30]3[CH:35]=[CH:34][CH:33]=[CH:32][N:31]=3)=[N:17][N:18]([CH2:28][CH3:29])[C:19]=2[NH:20][C:21](=[O:27])[O:22][C:23]([CH3:26])([CH3:25])[CH3:24])[CH2:10][CH:11]=[CH:12][O:13]C)=[CH:5][CH:4]=1.C([O-])(O)=O.[Na+]. (7) Given the product [NH2:1][C:2]([CH2:6][F:7])([CH2:8][C:9]1[CH:14]=[CH:13][CH:12]=[CH:11][CH:10]=1)[CH2:3][OH:4], predict the reactants needed to synthesize it. The reactants are: [NH2:1][C:2]([CH2:8][C:9]1[CH:14]=[CH:13][CH:12]=[CH:11][CH:10]=1)([CH2:6][F:7])[C:3](O)=[O:4].B.O1CCCC1.Cl. (8) Given the product [CH3:1][C:2]([S:5]([NH:7][CH:18]([C:10]1[CH:9]=[N:8][C:17]2[C:12]([CH:11]=1)=[CH:13][CH:14]=[CH:15][CH:16]=2)[CH3:20])=[O:6])([CH3:4])[CH3:3], predict the reactants needed to synthesize it. The reactants are: [CH3:1][C:2]([S:5]([NH2:7])=[O:6])([CH3:4])[CH3:3].[N:8]1[C:17]2[C:12](=[CH:13][CH:14]=[CH:15][CH:16]=2)[CH:11]=[C:10]([CH:18]=O)[CH:9]=1.[CH3:20]C1C=CC(S([O-])(=O)=O)=CC=1.[NH+]1C=CC=CC=1.S([O-])([O-])(=O)=O.[Mg+2].C[Mg]Br. (9) Given the product [CH2:1]([O:3][C:4]([CH:6]1[CH2:10][CH2:9][N:8]([C:19]([O:21][CH2:22][C:23]2[CH:28]=[CH:27][CH:26]=[CH:25][CH:24]=2)=[O:20])[CH2:7]1)=[O:5])[CH3:2], predict the reactants needed to synthesize it. The reactants are: [CH2:1]([O:3][C:4]([CH:6]1[CH2:10][CH2:9][N:8](CC2C=CC=CC=2)[CH2:7]1)=[O:5])[CH3:2].Cl[C:19]([O:21][CH2:22][C:23]1[CH:28]=[CH:27][CH:26]=[CH:25][CH:24]=1)=[O:20]. (10) The reactants are: C(OC(=O)[NH:7][C:8]1[CH:13]=[C:12]([CH3:14])[C:11]([Cl:15])=[CH:10][C:9]=1[NH:16][C:17](=[O:33])[CH2:18][C:19](=O)[C:20]1[CH:25]=[CH:24][CH:23]=[C:22]([C:26]2[CH:31]=[CH:30][N:29]=[CH:28][CH:27]=2)[CH:21]=1)(C)(C)C.C(O)(C(F)(F)F)=O. Given the product [Cl:15][C:11]1[C:12]([CH3:14])=[CH:13][C:8]2[N:7]=[C:19]([C:20]3[CH:25]=[CH:24][CH:23]=[C:22]([C:26]4[CH:31]=[CH:30][N:29]=[CH:28][CH:27]=4)[CH:21]=3)[CH2:18][C:17](=[O:33])[NH:16][C:9]=2[CH:10]=1, predict the reactants needed to synthesize it.